This data is from Forward reaction prediction with 1.9M reactions from USPTO patents (1976-2016). The task is: Predict the product of the given reaction. (1) Given the reactants Br[CH2:2][C:3]([C:5]1[CH:6]=[C:7]2[C:11](=[CH:12][CH:13]=1)[N:10]([CH3:14])[C:9]1[N:15]([CH3:28])[C:16](=[O:27])[C:17]([C:19]3[CH:24]=[CH:23][C:22]([Cl:25])=[CH:21][C:20]=3[Cl:26])=[CH:18][C:8]2=1)=O.[CH3:29][O:30][CH2:31][CH2:32][NH:33][C:34]([NH2:36])=[S:35], predict the reaction product. The product is: [Cl:26][C:20]1[CH:21]=[C:22]([Cl:25])[CH:23]=[CH:24][C:19]=1[C:17]1[C:16](=[O:27])[N:15]([CH3:28])[C:9]2[N:10]([CH3:14])[C:11]3[C:7]([C:8]=2[CH:18]=1)=[CH:6][C:5]([C:3]1[N:36]=[C:34]([NH:33][CH2:32][CH2:31][O:30][CH3:29])[S:35][CH:2]=1)=[CH:13][CH:12]=3. (2) Given the reactants P(Br)(Br)[Br:2].[CH2:5]([O:12][C:13](=[O:28])[NH:14][C:15]1[C:20]([F:21])=[CH:19][C:18]([CH2:22]O)=[CH:17][C:16]=1[CH2:24][CH2:25][CH2:26][CH3:27])[C:6]1[CH:11]=[CH:10][CH:9]=[CH:8][CH:7]=1.CO, predict the reaction product. The product is: [CH2:5]([O:12][C:13](=[O:28])[NH:14][C:15]1[C:20]([F:21])=[CH:19][C:18]([CH2:22][Br:2])=[CH:17][C:16]=1[CH2:24][CH2:25][CH2:26][CH3:27])[C:6]1[CH:11]=[CH:10][CH:9]=[CH:8][CH:7]=1.